Task: Regression. Given two drug SMILES strings and cell line genomic features, predict the synergy score measuring deviation from expected non-interaction effect.. Dataset: NCI-60 drug combinations with 297,098 pairs across 59 cell lines (1) Drug 1: C1CC(C1)(C(=O)O)C(=O)O.[NH2-].[NH2-].[Pt+2]. Drug 2: CCC1(C2=C(COC1=O)C(=O)N3CC4=CC5=C(C=CC(=C5CN(C)C)O)N=C4C3=C2)O.Cl. Cell line: NCIH23. Synergy scores: CSS=39.2, Synergy_ZIP=-6.59, Synergy_Bliss=0.338, Synergy_Loewe=-11.7, Synergy_HSA=0.330. (2) Drug 1: C1CCC(C1)C(CC#N)N2C=C(C=N2)C3=C4C=CNC4=NC=N3. Drug 2: CC1CCC2CC(C(=CC=CC=CC(CC(C(=O)C(C(C(=CC(C(=O)CC(OC(=O)C3CCCCN3C(=O)C(=O)C1(O2)O)C(C)CC4CCC(C(C4)OC)OCCO)C)C)O)OC)C)C)C)OC. Cell line: EKVX. Synergy scores: CSS=32.6, Synergy_ZIP=2.10, Synergy_Bliss=4.18, Synergy_Loewe=4.21, Synergy_HSA=6.48. (3) Drug 1: CC12CCC(CC1=CCC3C2CCC4(C3CC=C4C5=CN=CC=C5)C)O. Drug 2: C1=CC(=CC=C1CC(C(=O)O)N)N(CCCl)CCCl.Cl. Cell line: U251. Synergy scores: CSS=27.6, Synergy_ZIP=-7.89, Synergy_Bliss=-0.563, Synergy_Loewe=-2.49, Synergy_HSA=-0.149.